Task: Predict the product of the given reaction.. Dataset: Forward reaction prediction with 1.9M reactions from USPTO patents (1976-2016) (1) Given the reactants C(O[BH-](OC(=O)C)OC(=O)C)(=O)C.[Na+].[C:15]([O:19][C:20]([N:22]1[C:30]2[C:25](=[CH:26][C:27]([C:31]3[CH:36]=[CH:35][C:34]([F:37])=[C:33]([CH:38]=O)[CH:32]=3)=[CH:28][CH:29]=2)[CH:24]=[N:23]1)=[O:21])([CH3:18])([CH3:17])[CH3:16].[NH2:40][CH2:41][CH2:42][CH2:43][N:44]1[CH2:48][CH2:47][CH2:46][CH2:45]1.C(O)(=O)C, predict the reaction product. The product is: [C:15]([O:19][C:20]([N:22]1[C:30]2[C:25](=[CH:26][C:27]([C:31]3[CH:36]=[CH:35][C:34]([F:37])=[C:33]([CH2:38][NH:40][CH2:41][CH2:42][CH2:43][N:44]4[CH2:48][CH2:47][CH2:46][CH2:45]4)[CH:32]=3)=[CH:28][CH:29]=2)[CH:24]=[N:23]1)=[O:21])([CH3:18])([CH3:16])[CH3:17]. (2) Given the reactants [CH3:1][O:2][C@@H:3]1[C@H:7]([O:8][Si](C(C)(C)C)(C)C)[C@@H:6]([CH:16](I)O)[O:5][C@H:4]1[N:19]1[C:34]2[N:33]=[C:26]([NH:27][C:28](=[O:32])[CH:29]([CH3:31])[CH3:30])[NH:25][C:23](=[O:24])[C:22]=2[N:21]=[CH:20]1.CCN(C(C)C)C(C)C.CCCC[N+](CCCC)(CCCC)CCCC.[F-], predict the reaction product. The product is: [CH3:1][O:2][C@@H:3]1[C@H:7]([OH:8])[C@@H:6]([CH3:16])[O:5][C@H:4]1[N:19]1[C:34]2[N:33]=[C:26]([NH:27][C:28](=[O:32])[CH:29]([CH3:30])[CH3:31])[NH:25][C:23](=[O:24])[C:22]=2[N:21]=[CH:20]1. (3) Given the reactants [CH3:1][N:2]1[C:7]([N:8]([CH3:17])[C:9]2[CH:14]=[CH:13][N:12]=[C:11](SC)[N:10]=2)=[CH:6][C:5]([C:18]2[CH:23]=[CH:22][CH:21]=[CH:20][CH:19]=2)=[CH:4][C:3]1=[O:24].[NH2:25][C:26]([CH3:37])([CH3:36])[CH2:27][NH:28][C:29](=[O:35])[O:30][C:31]([CH3:34])([CH3:33])[CH3:32], predict the reaction product. The product is: [CH3:37][C:26]([NH:25][C:11]1[N:10]=[C:9]([N:8]([CH3:17])[C:7]2[N:2]([CH3:1])[C:3](=[O:24])[CH:4]=[C:5]([C:18]3[CH:23]=[CH:22][CH:21]=[CH:20][CH:19]=3)[CH:6]=2)[CH:14]=[CH:13][N:12]=1)([CH3:36])[CH2:27][NH:28][C:29](=[O:35])[O:30][C:31]([CH3:33])([CH3:32])[CH3:34]. (4) Given the reactants [Cl:1][C:2]1[CH:11]=[C:10]([O:12][CH3:13])[C:9](B2OC(C)(C)C(C)(C)O2)=[CH:8][C:3]=1[C:4]([O:6][CH3:7])=[O:5].O1CCOCC1.C([O-])([O-])=O.[Na+].[Na+].Br[C:36]1[CH:41]=[CH:40][CH:39]=[CH:38][N:37]=1, predict the reaction product. The product is: [Cl:1][C:2]1[CH:11]=[C:10]([O:12][CH3:13])[C:9]([C:36]2[CH:41]=[CH:40][CH:39]=[CH:38][N:37]=2)=[CH:8][C:3]=1[C:4]([O:6][CH3:7])=[O:5].